From a dataset of Retrosynthesis with 50K atom-mapped reactions and 10 reaction types from USPTO. Predict the reactants needed to synthesize the given product. (1) Given the product O=S(=O)(Cc1ccccn1)c1ccccc1, predict the reactants needed to synthesize it. The reactants are: ClCc1ccccn1.O=S([O-])c1ccccc1. (2) Given the product NS(=O)(=O)c1ccc(NC(=O)NC23CC4CC(CC(C4)C2)C3)cc1, predict the reactants needed to synthesize it. The reactants are: Nc1ccc(S(N)(=O)=O)cc1.O=C=NC12CC3CC(CC(C3)C1)C2.